From a dataset of Forward reaction prediction with 1.9M reactions from USPTO patents (1976-2016). Predict the product of the given reaction. (1) Given the reactants C[O:2][C:3](=O)[CH2:4][O:5][C:6]1[CH:11]=[CH:10][C:9]([C:12]([CH2:26][CH3:27])([C:15]2[S:19][C:18]3[CH:20]=[C:21]([O:24][CH3:25])[CH:22]=[CH:23][C:17]=3[CH:16]=2)[CH2:13][CH3:14])=[CH:8][C:7]=1[CH3:28].[CH2:30]1[CH2:34]OCC1.[CH2:35]([Mg]Br)[CH3:36], predict the reaction product. The product is: [CH2:13]([C:12]([C:9]1[CH:10]=[CH:11][C:6]([O:5][CH2:4][C:3]([OH:2])([CH2:35][CH3:36])[CH2:30][CH3:34])=[C:7]([CH3:28])[CH:8]=1)([C:15]1[S:19][C:23]2[CH:22]=[C:21]([O:24][CH3:25])[CH:20]=[CH:18][C:17]=2[CH:16]=1)[CH2:26][CH3:27])[CH3:14]. (2) Given the reactants [Cl:1][C:2]1[N:7]=[CH:6][C:5]([CH2:8][C:9]2[C:18]3[C:13](=[CH:14][CH:15]=[CH:16][CH:17]=3)[N:12]=[C:11]([C:19]([NH:21][C@H:22]3[CH2:27][CH2:26][CH2:25][CH2:24][C@@H:23]3[OH:28])=[O:20])[CH:10]=2)=[CH:4][CH:3]=1.C(N(CC)CC)C, predict the reaction product. The product is: [Cl:1][C:2]1[N:7]=[CH:6][C:5]([CH2:8][C:9]2[C:18]3[C:13](=[CH:14][CH:15]=[CH:16][CH:17]=3)[N:12]=[C:11]([C:19]([NH:21][C@H:22]3[CH2:27][CH2:26][CH2:25][CH2:24][C@@H:23]3[OH:28])=[O:20])[CH:10]=2)=[CH:4][CH:3]=1.[OH:28][C@H:23]1[CH2:24][CH2:25][CH2:26][CH2:27][C@@H:22]1[NH:21][C:19]([C:11]1[CH:10]=[C:9]([CH2:8][C:5]2[CH:6]=[N:7][CH:2]=[CH:3][CH:4]=2)[C:18]2[C:13](=[CH:14][CH:15]=[CH:16][CH:17]=2)[N:12]=1)=[O:20]. (3) Given the reactants [CH:1]1([C:7]([O:9][CH2:10][C:11]2[CH:16]=[CH:15][CH:14]=[CH:13][CH:12]=2)=[O:8])[CH2:6][CH2:5][CH:4]=[CH:3][CH2:2]1.ClC1C=CC=C(C(OO)=[O:25])C=1.S([O-])([O-])(=[O:30])=S.[Na+].[Na+], predict the reaction product. The product is: [O:25]1[C@H:4]2[C@@H:3]1[CH2:2][C@H:1]([C:7]([O:9][CH2:10][C:11]1[CH:12]=[CH:13][CH:14]=[CH:15][CH:16]=1)=[O:8])[CH2:6][CH2:5]2.[O:30]1[C@@H:4]2[C@H:3]1[CH2:2][C@H:1]([C:7]([O:9][CH2:10][C:11]1[CH:12]=[CH:13][CH:14]=[CH:15][CH:16]=1)=[O:8])[CH2:6][CH2:5]2. (4) Given the reactants Cl[C:2]1C=C(C=C(OC(C)C)C=1OC)C(O)=O.[CH2:17]([O:24][C:25]1[C:43]([O:44][CH:45]2[CH2:50]CCC[CH2:46]2)=[CH:42][C:28]([C:29]([NH:31][C:32]2[CH:41]=[CH:40][C:35]([C:36]([O:38][CH3:39])=[O:37])=[CH:34][CH:33]=2)=[O:30])=[CH:27][C:26]=1[Cl:51])C1C=CC=CC=1.C(P1(=O)OP(CCC)(=O)OP(CCC)(=O)O1)CC, predict the reaction product. The product is: [Cl:51][C:26]1[CH:27]=[C:28]([CH:42]=[C:43]([O:44][CH:45]([CH3:46])[CH3:50])[C:25]=1[O:24][CH3:17])[C:29]([NH:31][C:32]1[CH:33]=[CH:34][C:35]([C:36]([O:38][CH3:39])=[O:37])=[C:40]([CH3:2])[CH:41]=1)=[O:30].